The task is: Predict the reactants needed to synthesize the given product.. This data is from Full USPTO retrosynthesis dataset with 1.9M reactions from patents (1976-2016). (1) Given the product [CH2:22]([C@@:18]1([F:21])[C@@H:16]2[C@@H:39]3[C@H:40]([C@@H:13]([CH:14]=[CH:15]2)[C:19]1=[O:20])[C:41](=[O:42])[N:37]([C:31]1[CH:32]=[CH:33][CH:34]=[CH:35][CH:36]=1)[C:38]3=[O:43])[C:23]1[CH:28]=[CH:27][CH:26]=[CH:25][CH:24]=1, predict the reactants needed to synthesize it. The reactants are: C([C@@]1(F)[C@H]2[C@H]([C@@H:13]3[C:19](=[O:20])[C@:18]([CH2:22][C:23]4[CH:28]=[CH:27][CH:26]=[CH:25][CH:24]=4)([F:21])[C@H:16]2[CH:15]=[CH:14]3)C=CC1=O)C1C=CC=CC=1.[C:31]1([N:37]2[C:41](=[O:42])[CH:40]=[CH:39][C:38]2=[O:43])[CH:36]=[CH:35][CH:34]=[CH:33][CH:32]=1. (2) Given the product [CH3:5][O:6][C:7]1[N:12]=[C:11]2[S:1][C:2]([NH2:3])=[N:13][C:10]2=[CH:9][CH:8]=1, predict the reactants needed to synthesize it. The reactants are: [S-:1][C:2]#[N:3].[K+].[CH3:5][O:6][C:7]1[N:12]=[CH:11][C:10]([NH2:13])=[CH:9][CH:8]=1.BrBr.O. (3) Given the product [CH:30]1([N:26]([CH:27]2[CH2:28][CH2:29]2)[C:24]([C:22]2[N:21]([CH2:33][CH3:34])[C:19]3=[N:20][C:15]([NH:7][C:4]4[CH:5]=[CH:6][N:2]([CH3:1])[N:3]=4)=[C:16]4[N:37]=[CH:36][N:35]([CH3:38])[C:17]4=[C:18]3[CH:23]=2)=[O:25])[CH2:32][CH2:31]1, predict the reactants needed to synthesize it. The reactants are: [CH3:1][N:2]1[CH:6]=[CH:5][C:4]([NH2:7])=[N:3]1.C(=O)([O-])[O-].[Cs+].[Cs+].Br[C:15]1[N:20]=[C:19]2[N:21]([CH2:33][CH3:34])[C:22]([C:24]([N:26]([CH:30]3[CH2:32][CH2:31]3)[CH:27]3[CH2:29][CH2:28]3)=[O:25])=[CH:23][C:18]2=[C:17]2[N:35]([CH3:38])[CH:36]=[N:37][C:16]=12. (4) Given the product [ClH:26].[CH2:1]([C@H:8]([NH2:25])[CH2:9][O:10][CH2:11][C:12]1[CH:13]=[CH:14][CH:15]=[CH:16][CH:17]=1)[C:2]1[CH:3]=[CH:4][CH:5]=[CH:6][CH:7]=1, predict the reactants needed to synthesize it. The reactants are: [CH2:1]([C@H:8]([NH2:25])[CH:9](C(OC(C)(C)C)=O)[O:10][CH2:11][C:12]1[CH:17]=[CH:16][CH:15]=[CH:14][CH:13]=1)[C:2]1[CH:7]=[CH:6][CH:5]=[CH:4][CH:3]=1.[ClH:26]. (5) Given the product [CH2:1]([N:3]1[C:4]([CH:18]=[O:19])=[CH:5][C:6]([N:8]([CH3:17])[S:9]([C:12]2[S:13][CH:14]=[CH:15][CH:16]=2)(=[O:10])=[O:11])=[CH:7]1)[CH3:2], predict the reactants needed to synthesize it. The reactants are: [CH2:1]([N:3]1[CH:7]=[C:6]([N:8]([CH3:17])[S:9]([C:12]2[S:13][CH:14]=[CH:15][CH:16]=2)(=[O:11])=[O:10])[CH:5]=[C:4]1[C:18](OCC)=[O:19])[CH3:2].[H-].[Al+3].[Li+].[H-].[H-].[H-].O.[OH-].[Na+]. (6) Given the product [O:51]=[S:2]1(=[O:1])[CH2:7][CH2:6][N:5]([CH2:8][C:9]([NH:11][C@:12]23[CH2:47][CH2:46][C@@H:45]([CH:48]([CH3:49])[CH3:50])[C@@H:13]2[C@@H:14]2[C@@:27]([CH3:30])([CH2:28][CH2:29]3)[C@@:26]3([CH3:31])[C@@H:17]([C@:18]4([CH3:44])[C@@H:23]([CH2:24][CH2:25]3)[C:22]([CH3:33])([CH3:32])[C:21]([C:34]3[CH:43]=[CH:42][C:37]([C:38]([OH:40])=[O:39])=[CH:36][CH:35]=3)=[CH:20][CH2:19]4)[CH2:16][CH2:15]2)=[O:10])[CH2:4][CH2:3]1.[C:52]([OH:58])([C:54]([F:57])([F:56])[F:55])=[O:53], predict the reactants needed to synthesize it. The reactants are: [O:1]=[S:2]1(=[O:51])[CH2:7][CH2:6][N:5]([CH2:8][C:9]([NH:11][C@:12]23[CH2:47][CH2:46][C@@H:45]([CH:48]([CH3:50])[CH3:49])[C@@H:13]2[C@@H:14]2[C@@:27]([CH3:30])([CH2:28][CH2:29]3)[C@@:26]3([CH3:31])[C@@H:17]([C@:18]4([CH3:44])[C@@H:23]([CH2:24][CH2:25]3)[C:22]([CH3:33])([CH3:32])[C:21]([C:34]3[CH:43]=[CH:42][C:37]([C:38]([O:40]C)=[O:39])=[CH:36][CH:35]=3)=[CH:20][CH2:19]4)[CH2:16][CH2:15]2)=[O:10])[CH2:4][CH2:3]1.[C:52]([OH:58])([C:54]([F:57])([F:56])[F:55])=[O:53].O.[OH-].[Li+]. (7) Given the product [Br:8][C:5]1[CH:6]=[CH:7][C:2]([C:14]2[CH:13]=[CH:12][C:11]([O:10][CH3:9])=[C:16]([O:17][CH3:18])[CH:15]=2)=[N:3][CH:4]=1, predict the reactants needed to synthesize it. The reactants are: Br[C:2]1[CH:7]=[CH:6][C:5]([Br:8])=[CH:4][N:3]=1.[CH3:9][O:10][C:11]1[CH:12]=[C:13](B(O)O)[CH:14]=[CH:15][C:16]=1[O:17][CH3:18].C(=O)([O-])[O-].[Na+].[Na+].CCCCCC.